Dataset: Full USPTO retrosynthesis dataset with 1.9M reactions from patents (1976-2016). Task: Predict the reactants needed to synthesize the given product. (1) Given the product [NH2:23][C:12]1[N:11]([C:3]2[C:2]([F:1])=[CH:7][C:6]([O:8][CH3:9])=[CH:5][C:4]=2[F:10])[C:24](=[O:27])[CH:25]=[CH:26][C:13]=1[C:14](=[O:15])[C:16]1[CH:21]=[CH:20][C:19]([F:22])=[CH:18][CH:17]=1, predict the reactants needed to synthesize it. The reactants are: [F:1][C:2]1[CH:7]=[C:6]([O:8][CH3:9])[CH:5]=[C:4]([F:10])[C:3]=1[NH:11][C:12](=[NH:23])[CH2:13][C:14]([C:16]1[CH:21]=[CH:20][C:19]([F:22])=[CH:18][CH:17]=1)=[O:15].[C:24](OC)(=[O:27])[C:25]#[CH:26]. (2) Given the product [N:29]([CH2:2][CH2:3][CH2:4][S:5]([O:8][CH2:9][C:10]([CH3:28])([CH3:27])[C@@H:11]([O:19][CH2:20][C:21]1[CH:26]=[CH:25][CH:24]=[CH:23][CH:22]=1)[C:12]([O:14][CH2:15][CH:16]([CH3:18])[CH3:17])=[O:13])(=[O:7])=[O:6])=[N+:30]=[N-:31], predict the reactants needed to synthesize it. The reactants are: Cl[CH2:2][CH2:3][CH2:4][S:5]([O:8][CH2:9][C:10]([CH3:28])([CH3:27])[C@@H:11]([O:19][CH2:20][C:21]1[CH:26]=[CH:25][CH:24]=[CH:23][CH:22]=1)[C:12]([O:14][CH2:15][CH:16]([CH3:18])[CH3:17])=[O:13])(=[O:7])=[O:6].[N-:29]=[N+:30]=[N-:31].[Na+]. (3) Given the product [O:1]1[C:10]2[CH:9]=[C:8]([CH2:11][N:12]([C:35]([O:37][C:38]([CH3:41])([CH3:40])[CH3:39])=[O:36])[C@H:13]3[CH2:18][CH2:17][N:16]([C:19]([O:21][CH2:22][C:23]4[CH:28]=[CH:27][CH:26]=[CH:25][CH:24]=4)=[O:20])[CH2:15][C@H:14]3[OH:29])[N:7]=[CH:6][C:5]=2[O:4][CH2:3][CH2:2]1, predict the reactants needed to synthesize it. The reactants are: [O:1]1[C:10]2[CH:9]=[C:8]([CH2:11][NH:12][C@H:13]3[CH2:18][CH2:17][N:16]([C:19]([O:21][CH2:22][C:23]4[CH:28]=[CH:27][CH:26]=[CH:25][CH:24]=4)=[O:20])[CH2:15][C@H:14]3[OH:29])[N:7]=[CH:6][C:5]=2[O:4][CH2:3][CH2:2]1.C(=O)(O)[O-].[Na+].[C:35](O[C:35]([O:37][C:38]([CH3:41])([CH3:40])[CH3:39])=[O:36])([O:37][C:38]([CH3:41])([CH3:40])[CH3:39])=[O:36]. (4) Given the product [CH:11]1([N:10]2[C:4]3[CH:3]=[C:2]([NH:18][C:17]4[CH:19]=[CH:20][CH:21]=[CH:22][C:16]=4[CH2:14][CH3:15])[N:7]=[CH:6][C:5]=3[N:8]=[CH:9]2)[CH2:13][CH2:12]1, predict the reactants needed to synthesize it. The reactants are: Cl[C:2]1[N:7]=[CH:6][C:5]2[N:8]=[CH:9][N:10]([CH:11]3[CH2:13][CH2:12]3)[C:4]=2[CH:3]=1.[CH2:14]([C:16]1[CH:22]=[CH:21][CH:20]=[CH:19][C:17]=1[NH2:18])[CH3:15].C(=O)([O-])[O-].[Cs+].[Cs+]. (5) Given the product [C:25]([N:22]1[CH2:23][CH2:24][C:18]2[NH:17][C:16]3[N:15]=[CH:14][CH:13]=[C:12]([C:9]4[CH:8]=[CH:7][C:6]([S:3]([NH:2][CH3:1])(=[O:5])=[O:4])=[CH:11][CH:10]=4)[C:20]=3[C:19]=2[CH2:21]1)(=[O:27])[CH3:26], predict the reactants needed to synthesize it. The reactants are: [CH3:1][NH:2][S:3]([C:6]1[CH:11]=[CH:10][C:9]([C:12]2[C:20]3[C:19]4[CH2:21][NH:22][CH2:23][CH2:24][C:18]=4[NH:17][C:16]=3[N:15]=[CH:14][CH:13]=2)=[CH:8][CH:7]=1)(=[O:5])=[O:4].[C:25](OC(=O)C)(=[O:27])[CH3:26].CCN(C(C)C)C(C)C.